This data is from Reaction yield outcomes from USPTO patents with 853,638 reactions. The task is: Predict the reaction yield, written as a fraction of the theoretical maximum amount of product (1.0 means a 100% yield; for example, 0.34 means a 34% yield). (1) The reactants are [Cl:1][C:2]1[CH:3]=[CH:4][C:5]([O:39][CH3:40])=[C:6]([C:8]2[C:17]3[C:12](=[CH:13][C:14]([S:18]([N:21](CC4C=CC(OC)=CC=4OC)[C:22]4[S:26][N:25]=[CH:24][N:23]=4)(=[O:20])=[O:19])=[CH:15][CH:16]=3)[C:11](=[O:38])[NH:10][N:9]=2)[CH:7]=1.C(Cl)Cl.C(O)(C(F)(F)F)=O.[NH4+].[OH-]. No catalyst specified. The product is [Cl:1][C:2]1[CH:3]=[CH:4][C:5]([O:39][CH3:40])=[C:6]([C:8]2[C:17]3[C:12](=[CH:13][C:14]([S:18]([NH:21][C:22]4[S:26][N:25]=[CH:24][N:23]=4)(=[O:20])=[O:19])=[CH:15][CH:16]=3)[C:11](=[O:38])[NH:10][N:9]=2)[CH:7]=1. The yield is 0.597. (2) The reactants are C([O:3][C:4]([CH:6]1[C:15](=[O:16])[C:14]2[C:9](=[C:10]([N+:17]([O-:19])=[O:18])[CH:11]=[CH:12][CH:13]=2)[N:8]=[CH:7]1)=[O:5])C.[OH-].[Na+]. The catalyst is C(O)(=O)C. The yield is 0.930. The product is [C:4]([CH:6]1[C:15](=[O:16])[C:14]2[C:9](=[C:10]([N+:17]([O-:19])=[O:18])[CH:11]=[CH:12][CH:13]=2)[N:8]=[CH:7]1)([OH:5])=[O:3]. (3) The reactants are [CH3:1][N:2]([CH3:10])[C:3]1[CH:4]=[C:5]([OH:9])[CH:6]=[CH:7][CH:8]=1.Cl[C:12]1[N:13]=[C:14]([OH:22])[C:15]2[CH:21]=[CH:20][N:19]=[CH:18][C:16]=2[N:17]=1. No catalyst specified. The product is [CH3:1][N:2]([CH3:10])[C:3]1[CH:4]=[C:5]([CH:6]=[CH:7][CH:8]=1)[O:9][C:12]1[N:13]=[C:14]([OH:22])[C:15]2[CH:21]=[CH:20][N:19]=[CH:18][C:16]=2[N:17]=1. The yield is 0.160. (4) The reactants are [Cl:1][C:2]1[N:7]=[C:6]([CH3:8])[CH:5]=[CH:4][N:3]=1.[F:9][C:10]1[CH:20]=[CH:19][C:13]([C:14](OCC)=[O:15])=[CH:12][CH:11]=1.C[Si]([N-][Si](C)(C)C)(C)C.[Li+].O. The catalyst is O1CCCC1. The product is [Cl:1][C:2]1[N:7]=[C:6]([CH2:8][C:14]([C:13]2[CH:19]=[CH:20][C:10]([F:9])=[CH:11][CH:12]=2)=[O:15])[CH:5]=[CH:4][N:3]=1. The yield is 0.830. (5) The reactants are C([N:8]([CH2:16][C@H:17]1[CH2:26][CH2:25][C:24]2[C:19](=[CH:20][CH:21]=[C:22]([C:27]3[CH:36]=[CH:35][C:30]([C:31]([O:33][CH3:34])=[O:32])=[C:29](OS(C(F)(F)F)(=O)=O)[CH:28]=3)[CH:23]=2)[O:18]1)C(OC(C)(C)C)=O)C1C=CC=CC=1.[CH3:45][C:46]1[CH:51]=[CH:50][C:49](B(O)O)=[CH:48][CH:47]=1.C(=O)([O-])[O-].[Na+].[Na+].[C:61]1([CH3:67])[CH:66]=[CH:65][CH:64]=[CH:63][CH:62]=1. The catalyst is O.C1C=CC([PH+]([C]2[CH][CH][CH][CH]2)C2C=CC=CC=2)=CC=1.C1C=CC([PH+]([C]2[CH][CH][CH][CH]2)C2C=CC=CC=2)=CC=1.C(Cl)Cl.Cl[Pd]Cl.[Fe]. The product is [CH2:45]([NH:8][CH2:16][C@H:17]1[CH2:26][CH2:25][C:24]2[C:19](=[CH:20][CH:21]=[C:22]([C:27]3[CH:28]=[C:29]([C:64]4[CH:65]=[CH:66][C:61]([CH3:67])=[CH:62][CH:63]=4)[C:30]([C:31]([O:33][CH3:34])=[O:32])=[CH:35][CH:36]=3)[CH:23]=2)[O:18]1)[C:46]1[CH:51]=[CH:50][CH:49]=[CH:48][CH:47]=1. The yield is 0.770. (6) The reactants are [C:1]1([C:7]2[N:8]=[C:9](/[CH:16]=[CH:17]/[C:18]3[CH:23]=[CH:22][CH:21]=[CH:20][CH:19]=3)[O:10][C:11]=2[CH2:12][CH2:13][C:14]#N)[CH:6]=[CH:5][CH:4]=[CH:3][CH:2]=1.[OH-:24].[Na+].[OH2:26].Cl. The catalyst is C(O)C. The product is [C:1]1([C:7]2[N:8]=[C:9](/[CH:16]=[CH:17]/[C:18]3[CH:23]=[CH:22][CH:21]=[CH:20][CH:19]=3)[O:10][C:11]=2[CH2:12][CH2:13][C:14]([OH:26])=[O:24])[CH:6]=[CH:5][CH:4]=[CH:3][CH:2]=1. The yield is 0.650. (7) The reactants are [Cl-].[Na+].[C:3]([O:7][C:8]([NH:10][C@@H:11]1[CH2:19][C:18]2[C:13](=[CH:14][CH:15]=[CH:16][CH:17]=2)[C@H:12]1[CH:20](C(OC)=O)[C:21]([O:23][CH3:24])=[O:22])=[O:9])([CH3:6])([CH3:5])[CH3:4]. The catalyst is CS(C)=O.O. The product is [C:3]([O:7][C:8]([NH:10][C@@H:11]1[CH2:19][C:18]2[C:13](=[CH:14][CH:15]=[CH:16][CH:17]=2)[C@H:12]1[CH2:20][C:21]([O:23][CH3:24])=[O:22])=[O:9])([CH3:6])([CH3:5])[CH3:4]. The yield is 0.680. (8) The reactants are [CH:1]([O:8][CH2:9][CH3:10])([O:5][CH2:6][CH3:7])OCC.B(F)(F)F.[O:15]=[C:16]1[C:40]2[C:35](=[CH:36][CH:37]=[CH:38][CH:39]=2)[O:34][C:18]2([CH2:23][CH2:22][N:21]([C:24]([O:26][CH2:27][C:28]3[CH:33]=[CH:32][CH:31]=[CH:30][CH:29]=3)=[O:25])[CH2:20][CH2:19]2)[CH2:17]1.C(N(C(C)C)C(C)C)C. The catalyst is ClCCl. The product is [CH2:9]([O:8][CH:1]([O:5][CH2:6][CH3:7])[CH:17]1[C:18]2([CH2:23][CH2:22][N:21]([C:24]([O:26][CH2:27][C:28]3[CH:29]=[CH:30][CH:31]=[CH:32][CH:33]=3)=[O:25])[CH2:20][CH2:19]2)[O:34][C:35]2[C:40](=[CH:39][CH:38]=[CH:37][CH:36]=2)[C:16]1=[O:15])[CH3:10]. The yield is 0.780. (9) The reactants are [CH2:1]([C:3]1[C:4]([NH:11][C@H:12]2[C@@H:16]([O:17][CH2:18][CH3:19])[CH2:15][N:14]([C:20]([O:22][CH3:23])=[O:21])[CH2:13]2)=[N:5][C:6]([CH2:9][CH3:10])=[CH:7][N:8]=1)[CH3:2].[I:24]N1C(=O)CCC1=O.S([O-])([O-])(=O)=S.[Na+].[Na+]. The catalyst is CN(C=O)C. The product is [CH2:1]([C:3]1[C:4]([NH:11][C@H:12]2[C@@H:16]([O:17][CH2:18][CH3:19])[CH2:15][N:14]([C:20]([O:22][CH3:23])=[O:21])[CH2:13]2)=[N:5][C:6]([CH2:9][CH3:10])=[C:7]([I:24])[N:8]=1)[CH3:2]. The yield is 0.890. (10) The reactants are Cl[C:2]1[CH:7]=[CH:6][C:5]([N+:8]([O-:10])=[O:9])=[CH:4][CH:3]=1.[CH3:11][N:12]1[CH2:17][CH2:16][CH:15]([CH2:18][OH:19])[CH2:14][CH2:13]1.[H-].[Na+]. The product is [CH3:11][N:12]1[CH2:17][CH2:16][CH:15]([CH2:18][O:19][C:2]2[CH:7]=[CH:6][C:5]([N+:8]([O-:10])=[O:9])=[CH:4][CH:3]=2)[CH2:14][CH2:13]1. The catalyst is CS(C)=O. The yield is 0.690.